Dataset: Peptide-MHC class I binding affinity with 185,985 pairs from IEDB/IMGT. Task: Regression. Given a peptide amino acid sequence and an MHC pseudo amino acid sequence, predict their binding affinity value. This is MHC class I binding data. (1) The peptide sequence is QEVPFCSHHF. The MHC is HLA-B44:02 with pseudo-sequence HLA-B44:02. The binding affinity (normalized) is 0.769. (2) The peptide sequence is AIGVLIGGLEW. The MHC is HLA-A26:01 with pseudo-sequence HLA-A26:01. The binding affinity (normalized) is 0.108.